Dataset: Full USPTO retrosynthesis dataset with 1.9M reactions from patents (1976-2016). Task: Predict the reactants needed to synthesize the given product. (1) Given the product [C:27]1([C:30]2[CH:31]=[CH:32][CH:33]=[CH:34][CH:35]=2)[CH:26]=[CH:25][C:24]([C:20]2[O:21][C:22]([CH3:23])=[C:18]([CH2:17][CH2:16][O:15][C:12]3[CH:13]=[CH:14][C:9]([O:8][C:5]([CH3:6])([CH3:7])[C:4]([OH:40])=[O:3])=[CH:10][C:11]=3[CH2:36][CH2:37][CH2:38][CH3:39])[N:19]=2)=[CH:29][CH:28]=1, predict the reactants needed to synthesize it. The reactants are: C([O:3][C:4](=[O:40])[C:5]([O:8][C:9]1[CH:14]=[CH:13][C:12]([O:15][CH2:16][CH2:17][C:18]2[N:19]=[C:20]([C:24]3[CH:29]=[CH:28][C:27]([C:30]4[CH:35]=[CH:34][CH:33]=[CH:32][CH:31]=4)=[CH:26][CH:25]=3)[O:21][C:22]=2[CH3:23])=[C:11]([CH2:36][CH2:37][CH2:38][CH3:39])[CH:10]=1)([CH3:7])[CH3:6])C.[OH-].[Na+]. (2) The reactants are: [F:1][C:2]([F:21])([F:20])[C:3]1[CH:8]=[CH:7][C:6]([C:9]2[C:17]3[O:16][CH:15]([CH2:18][NH2:19])[CH2:14][C:13]=3[CH:12]=[CH:11][CH:10]=2)=[CH:5][CH:4]=1.C(N(C(C)C)CC)(C)C.Cl[C:32]([O:34][CH2:35][C:36]1[CH:41]=[CH:40][CH:39]=[CH:38][CH:37]=1)=[O:33]. Given the product [F:21][C:2]([F:20])([F:1])[C:3]1[CH:4]=[CH:5][C:6]([C:9]2[C:17]3[O:16][CH:15]([CH2:18][NH:19][C:32](=[O:33])[O:34][CH2:35][C:36]4[CH:41]=[CH:40][CH:39]=[CH:38][CH:37]=4)[CH2:14][C:13]=3[CH:12]=[CH:11][CH:10]=2)=[CH:7][CH:8]=1, predict the reactants needed to synthesize it. (3) Given the product [CH2:17]([O:16][C:15]1[C:2]([NH:1][C:38]2[CH:43]=[CH:42][CH:41]=[CH:40][C:39]=2[C:44]#[N:45])=[CH:3][C:4]2[CH2:5][C@H:6]3[N:26]([C:27]([O:29][CH2:30][C:31]4[CH:32]=[CH:33][CH:34]=[CH:35][CH:36]=4)=[O:28])[CH2:25][CH2:24][C@@:12]4([C:13]=2[CH:14]=1)[C@H:7]3[CH2:8][CH2:9][CH2:10][CH2:11]4)[C:18]1[CH:23]=[CH:22][CH:21]=[CH:20][CH:19]=1, predict the reactants needed to synthesize it. The reactants are: [NH2:1][C:2]1[C:15]([O:16][CH2:17][C:18]2[CH:23]=[CH:22][CH:21]=[CH:20][CH:19]=2)=[CH:14][C:13]2[C@:12]34[CH2:24][CH2:25][N:26]([C:27]([O:29][CH2:30][C:31]5[CH:36]=[CH:35][CH:34]=[CH:33][CH:32]=5)=[O:28])[C@@H:6]([C@@H:7]3[CH2:8][CH2:9][CH2:10][CH2:11]4)[CH2:5][C:4]=2[CH:3]=1.Cl[C:38]1[CH:43]=[CH:42][CH:41]=[CH:40][C:39]=1[C:44]#[N:45].C1C=CC(P(C2C(C3C(P(C4C=CC=CC=4)C4C=CC=CC=4)=CC=C4C=3C=CC=C4)=C3C(C=CC=C3)=CC=2)C2C=CC=CC=2)=CC=1.CC(C)([O-])C.[Na+]. (4) Given the product [CH:17]1([N:1]2[CH2:2][CH2:3][C:4]3([O:11][C:10](=[O:12])[NH:9][C:8]4[CH:13]=[CH:14][CH:15]=[CH:16][C:7]3=4)[CH2:5][CH2:6]2)[CH2:23][CH2:22][CH2:21][CH2:20][CH2:19][CH2:18]1, predict the reactants needed to synthesize it. The reactants are: [NH:1]1[CH2:6][CH2:5][C:4]2([O:11][C:10](=[O:12])[NH:9][C:8]3[CH:13]=[CH:14][CH:15]=[CH:16][C:7]2=3)[CH2:3][CH2:2]1.[C:17]1(=O)[CH2:23][CH2:22][CH2:21][CH2:20][CH2:19][CH2:18]1.C(O)(=O)C.C(O[BH-](OC(=O)C)OC(=O)C)(=O)C.[Na+]. (5) Given the product [Br:1][CH2:12][C:11]([C:6]1[CH:7]=[CH:8][C:9]([CH3:10])=[C:4]([Br:3])[CH:5]=1)=[O:13], predict the reactants needed to synthesize it. The reactants are: [Br:1]Br.[Br:3][C:4]1[CH:5]=[C:6]([C:11](=[O:13])[CH3:12])[CH:7]=[CH:8][C:9]=1[CH3:10]. (6) Given the product [CH3:1][C:2]1[CH:3]=[CH:4][C:5]([C:8]2[CH:13]=[C:12]([O:14][C:15]3[S:16][CH:17]=[CH:18][N:19]=3)[CH:11]=[C:10]([C:20]([NH:32][C@@H:30]([C:27]3[CH:26]=[N:25][C:24]([CH3:23])=[N:29][CH:28]=3)[CH3:31])=[O:22])[CH:9]=2)=[CH:6][CH:7]=1, predict the reactants needed to synthesize it. The reactants are: [CH3:1][C:2]1[CH:7]=[CH:6][C:5]([C:8]2[CH:13]=[C:12]([O:14][C:15]3[S:16][CH:17]=[CH:18][N:19]=3)[CH:11]=[C:10]([C:20]([OH:22])=O)[CH:9]=2)=[CH:4][CH:3]=1.[CH3:23][C:24]1[N:29]=[CH:28][C:27]([C@H:30]([NH2:32])[CH3:31])=[CH:26][N:25]=1.F[P-](F)(F)(F)(F)F.C[N+](C)=C(N(C)C)ON1C2N=CC=CC=2N=N1.C(N(CC)C(C)C)(C)C. (7) The reactants are: [NH2:1][C:2]1[C:10]([O:11][CH3:12])=[C:9]2[C:5]([C:6]3[CH:16]=[C:15]([CH3:17])[CH:14]=[N:13][C:7]=3[NH:8]2)=[C:4]([C:18]2[CH:19]=[C:20]([CH:27]=[CH:28][CH:29]=2)[C:21]([NH:23][CH:24]2[CH2:26][CH2:25]2)=[O:22])[CH:3]=1.NC1C(OC)=C2C(C3C=C(C)C=NC=3N2)=C(C2C=C(N[C:54]([CH:56]3[CH2:58][CH2:57]3)=[O:55])C=CC=2)C=1. Given the product [CH:56]1([C:54]([NH:1][C:2]2[C:10]([O:11][CH3:12])=[C:9]3[C:5]([C:6]4[CH:16]=[C:15]([CH3:17])[CH:14]=[N:13][C:7]=4[NH:8]3)=[C:4]([C:18]3[CH:19]=[C:20]([CH:27]=[CH:28][CH:29]=3)[C:21]([NH:23][CH:24]3[CH2:26][CH2:25]3)=[O:22])[CH:3]=2)=[O:55])[CH2:58][CH2:57]1, predict the reactants needed to synthesize it. (8) Given the product [ClH:4].[NH:32]1[CH2:31][CH:30]([CH2:29][O:28][C:25]2[CH:24]=[CH:23][C:22]([C:15]3[C:16]([C:18]([F:19])([F:20])[F:21])=[CH:17][C:12]([NH:11][C:8]4[N:7]=[C:6]([NH2:5])[NH:10][N:9]=4)=[CH:13][C:14]=3[Cl:41])=[CH:27][CH:26]=2)[CH2:33]1, predict the reactants needed to synthesize it. The reactants are: C([Cl:4])(C)=O.[NH2:5][C:6]1[NH:10][N:9]=[C:8]([NH:11][C:12]2[CH:17]=[C:16]([C:18]([F:21])([F:20])[F:19])[C:15]([C:22]3[CH:27]=[CH:26][C:25]([O:28][CH2:29][CH:30]4[CH2:33][N:32](C(OC(C)(C)C)=O)[CH2:31]4)=[CH:24][CH:23]=3)=[C:14]([Cl:41])[CH:13]=2)[N:7]=1. (9) Given the product [C:18]([OH:25])(=[O:24])/[CH:19]=[CH:20]/[C:21]([OH:23])=[O:22].[CH3:3][CH:2]([CH3:4])[CH2:1][N:5]([CH2:6][C:7]1[N:8]=[CH:9][S:10][CH:11]=1)[CH:12]1[CH2:13][CH2:14][NH:15][CH2:16][CH2:17]1, predict the reactants needed to synthesize it. The reactants are: [CH2:1]([N:5]([CH:12]1[CH2:17][CH2:16][NH:15][CH2:14][CH2:13]1)[CH2:6][C:7]1[N:8]=[CH:9][S:10][CH:11]=1)[CH:2]([CH3:4])[CH3:3].[C:18]([OH:25])(=[O:24])/[CH:19]=[CH:20]/[C:21]([OH:23])=[O:22].